From a dataset of KCNQ2 potassium channel screen with 302,405 compounds. Binary Classification. Given a drug SMILES string, predict its activity (active/inactive) in a high-throughput screening assay against a specified biological target. (1) The result is 0 (inactive). The drug is S(CCC(NC(=O)c1ccccc1)C(=O)Nc1ccc(cc1)C)C. (2) The drug is Clc1ccc(CN2C(=O)C3N(C(SC3)C(OC)=O)C(=O)C2)cc1. The result is 0 (inactive). (3) The drug is S(=O)(=O)(NCC(=O)NCc1cccnc1)c1ccccc1. The result is 0 (inactive). (4) The molecule is S(=O)(=O)(n1c2c(c(c1)/C=C(/NC(=O)c1ccc(OC)cc1)C(=O)NC(C)C)cccc2)N(C)C. The result is 0 (inactive). (5) The molecule is S=c1n(CCCN2CCCC2=O)c(=O)c2c([nH]1)cc(cc2)C(=O)NCc1ccc(OC)cc1. The result is 0 (inactive).